Predict the reactants needed to synthesize the given product. From a dataset of Full USPTO retrosynthesis dataset with 1.9M reactions from patents (1976-2016). (1) The reactants are: C[Si](C)(C)[C:3]1[S:4][CH:5]=[CH:6][N:7]=1.C([Li])CCC.Br[CH2:16][C:17](=[O:24])[C:18]([CH2:22][F:23])([CH3:21])[CH2:19][F:20].[Cl-].[NH4+]. Given the product [F:20][CH2:19][C:18]([C:17]1([C:5]2[S:4][CH:3]=[N:7][CH:6]=2)[CH2:16][O:24]1)([CH3:21])[CH2:22][F:23], predict the reactants needed to synthesize it. (2) Given the product [CH2:1]([C@H:8]1[N:13]([C:14]([C:16]2[N:17]=[CH:18][N:19]([CH:27]3[CH2:32][CH2:31][CH2:30][N:29]([S:55]([C:52]4[CH:53]=[N:54][C:49]([O:48][CH3:47])=[CH:50][CH:51]=4)(=[O:56])=[O:57])[CH2:28]3)[C:20]=2[C:21]2[CH:26]=[CH:25][CH:24]=[CH:23][CH:22]=2)=[O:15])[CH2:12][CH2:11][N:10]([C:33]([O:35][C:36]([CH3:39])([CH3:38])[CH3:37])=[O:34])[CH2:9]1)[C:2]1[CH:7]=[CH:6][CH:5]=[CH:4][CH:3]=1, predict the reactants needed to synthesize it. The reactants are: [CH2:1]([C@H:8]1[N:13]([C:14]([C:16]2[N:17]=[CH:18][N:19]([CH:27]3[CH2:32][CH2:31][CH2:30][NH:29][CH2:28]3)[C:20]=2[C:21]2[CH:26]=[CH:25][CH:24]=[CH:23][CH:22]=2)=[O:15])[CH2:12][CH2:11][N:10]([C:33]([O:35][C:36]([CH3:39])([CH3:38])[CH3:37])=[O:34])[CH2:9]1)[C:2]1[CH:7]=[CH:6][CH:5]=[CH:4][CH:3]=1.C(N(CC)CC)C.[CH3:47][O:48][C:49]1[N:54]=[CH:53][C:52]([S:55](Cl)(=[O:57])=[O:56])=[CH:51][CH:50]=1.C(=O)(O)[O-].[Na+]. (3) Given the product [Br:1][C:2]1[CH:3]=[C:4]([NH:8][C:9]2[C:18]3[C:13](=[CH:14][CH:15]=[C:16]([NH:19][C:20](=[O:24])[C:21]([C:22]#[N:23])=[CH:28][CH:25]4[CH2:27][CH2:26]4)[CH:17]=3)[N:12]=[CH:11][N:10]=2)[CH:5]=[CH:6][CH:7]=1, predict the reactants needed to synthesize it. The reactants are: [Br:1][C:2]1[CH:3]=[C:4]([NH:8][C:9]2[C:18]3[C:13](=[CH:14][CH:15]=[C:16]([NH:19][C:20](=[O:24])[CH2:21][C:22]#[N:23])[CH:17]=3)[N:12]=[CH:11][N:10]=2)[CH:5]=[CH:6][CH:7]=1.[CH:25]1([CH:28]=O)[CH2:27][CH2:26]1.C([O-])(=O)C.[NH2+]1CCCCC1.CC(O)C. (4) Given the product [Br:1][C:2]1[CH:7]=[C:6]([NH:12][CH:9]([CH3:11])[CH3:10])[CH:5]=[N:4][CH:3]=1, predict the reactants needed to synthesize it. The reactants are: [Br:1][C:2]1[CH:3]=[N:4][CH:5]=[C:6](F)[CH:7]=1.[CH:9]([NH2:12])([CH3:11])[CH3:10].C([O-])(O)=O.[Na+]. (5) Given the product [NH2:8][C@@H:9]([C:12]1[CH:13]=[C:14]([C:18]2[CH:23]=[CH:22][CH:21]=[C:20]([CH2:24][O:25][C:26]3[CH:31]=[CH:30][CH:29]=[CH:28][C:27]=3[CH2:32][C:33]([O:35][CH2:36][CH3:37])=[O:34])[CH:19]=2)[CH:15]=[CH:16][CH:17]=1)[CH2:10][OH:11], predict the reactants needed to synthesize it. The reactants are: C(OC([NH:8][C@@H:9]([C:12]1[CH:13]=[C:14]([C:18]2[CH:23]=[CH:22][CH:21]=[C:20]([CH2:24][O:25][C:26]3[CH:31]=[CH:30][CH:29]=[CH:28][C:27]=3[CH2:32][C:33]([O:35][CH2:36][CH3:37])=[O:34])[CH:19]=2)[CH:15]=[CH:16][CH:17]=1)[CH2:10][OH:11])=O)(C)(C)C.Cl. (6) Given the product [N:12]1[CH:17]=[CH:16][C:15]([C:18]([OH:20])([C:7]#[C:6][Si:8]([CH3:11])([CH3:10])[CH3:9])[CH3:19])=[N:14][CH:13]=1, predict the reactants needed to synthesize it. The reactants are: C([Li])CCC.[C:6]([Si:8]([CH3:11])([CH3:10])[CH3:9])#[CH:7].[N:12]1[CH:17]=[CH:16][C:15]([C:18](=[O:20])[CH3:19])=[N:14][CH:13]=1.